Dataset: Full USPTO retrosynthesis dataset with 1.9M reactions from patents (1976-2016). Task: Predict the reactants needed to synthesize the given product. (1) Given the product [O:1]1[CH:5]=[CH:4][CH:3]=[C:2]1[C:6]1[CH:19]=[C:9]2[N:10]=[C:11]([N:20]3[CH2:25][CH2:24][NH:23][CH2:22][CH2:21]3)[N:12]=[C:13]([NH2:14])[N:8]2[N:7]=1, predict the reactants needed to synthesize it. The reactants are: [O:1]1[CH:5]=[CH:4][CH:3]=[C:2]1[C:6]1[CH:19]=[C:9]2[N:10]=[C:11](S(C)(=O)=O)[N:12]=[C:13]([NH2:14])[N:8]2[N:7]=1.[NH:20]1[CH2:25][CH2:24][NH:23][CH2:22][CH2:21]1. (2) Given the product [N:11]1([C:14]2[CH:15]=[CH:16][C:17]3[C:18]4[N:26]=[C:25]([C:27]5[CH:32]=[CH:31][CH:30]=[C:29]([C:33]([F:34])([F:36])[F:35])[CH:28]=5)[CH:24]=[C:23]([C:37]([NH2:39])=[O:38])[C:19]=4[NH:20][C:21]=3[CH:22]=2)[CH2:12][CH2:13][NH:8][CH2:9][CH2:10]1, predict the reactants needed to synthesize it. The reactants are: C([N:8]1[CH2:13][CH2:12][N:11]([C:14]2[CH:15]=[CH:16][C:17]3[C:18]4[N:26]=[C:25]([C:27]5[CH:32]=[CH:31][CH:30]=[C:29]([C:33]([F:36])([F:35])[F:34])[CH:28]=5)[CH:24]=[C:23]([C:37]([NH2:39])=[O:38])[C:19]=4[NH:20][C:21]=3[CH:22]=2)[CH2:10][CH2:9]1)C1C=CC=CC=1.C([O-])=O.[NH4+]. (3) Given the product [O:9]1[CH2:11][CH2:10][N:12]=[C:7]1[C:2]1[CH:3]=[CH:4][CH:5]=[CH:6][N:1]=1, predict the reactants needed to synthesize it. The reactants are: [N:1]1[CH:6]=[CH:5][CH:4]=[CH:3][C:2]=1[C:7]([OH:9])=O.[CH2:10]([N:12](CC)CC)[CH3:11].ClC(OCC(C)C)=O.Cl.ClCCN. (4) Given the product [CH3:15][C:10]1[CH:9]=[C:8]([NH:7][C:5]([C:4]2[CH:16]=[CH:17][C:18]3[N:19]=[C:20]([C:22]4[C:23]([CH3:33])=[CH:24][C:25]([NH:29][C:30](=[O:32])[CH3:31])=[CH:26][C:27]=4[CH3:28])[NH:1][C:2]=3[CH:3]=2)=[O:6])[CH:13]=[CH:12][C:11]=1[CH3:14], predict the reactants needed to synthesize it. The reactants are: [NH2:1][C:2]1[CH:3]=[C:4]([CH:16]=[CH:17][C:18]=1[NH2:19])[C:5]([NH:7][C:8]1[CH:13]=[CH:12][C:11]([CH3:14])=[C:10]([CH3:15])[CH:9]=1)=[O:6].[CH:20]([C:22]1[C:27]([CH3:28])=[CH:26][C:25]([NH:29][C:30](=[O:32])[CH3:31])=[CH:24][C:23]=1[CH3:33])=O.